This data is from Forward reaction prediction with 1.9M reactions from USPTO patents (1976-2016). The task is: Predict the product of the given reaction. (1) Given the reactants Cl[C:2]1[N:7]=[C:6]([C:8]2[S:12][C:11]([N:13]3[CH2:18][CH2:17][O:16][CH2:15][CH2:14]3)=[N:10][C:9]=2[C:19]2[C:20]([F:38])=[C:21]([NH:26][S:27]([C:30]3[C:35]([F:36])=[CH:34][CH:33]=[CH:32][C:31]=3[F:37])(=[O:29])=[O:28])[CH:22]=[CH:23][C:24]=2[F:25])[CH:5]=[CH:4][N:3]=1.[NH4+:39].[OH-], predict the reaction product. The product is: [NH2:39][C:2]1[N:7]=[C:6]([C:8]2[S:12][C:11]([N:13]3[CH2:18][CH2:17][O:16][CH2:15][CH2:14]3)=[N:10][C:9]=2[C:19]2[C:20]([F:38])=[C:21]([NH:26][S:27]([C:30]3[C:35]([F:36])=[CH:34][CH:33]=[CH:32][C:31]=3[F:37])(=[O:29])=[O:28])[CH:22]=[CH:23][C:24]=2[F:25])[CH:5]=[CH:4][N:3]=1. (2) Given the reactants [I:1][C:2]1[CH:9]=[CH:8][C:5]([CH2:6]Br)=[CH:4][CH:3]=1.[C:10]1(=[O:20])[NH:14][C:13](=[O:15])[C:12]2=[CH:16][CH:17]=[CH:18][CH:19]=[C:11]12.C(=O)([O-])[O-].[Cs+].[Cs+], predict the reaction product. The product is: [I:1][C:2]1[CH:9]=[CH:8][C:5]([CH2:6][N:14]2[C:10](=[O:20])[C:11]3[C:12](=[CH:16][CH:17]=[CH:18][CH:19]=3)[C:13]2=[O:15])=[CH:4][CH:3]=1.